Dataset: Full USPTO retrosynthesis dataset with 1.9M reactions from patents (1976-2016). Task: Predict the reactants needed to synthesize the given product. (1) Given the product [CH3:1][S:2][CH2:3][CH2:4][CH2:5][NH:6][S:7]([C:10]1[C:15]([Cl:16])=[CH:14][CH:13]=[C:12]([N+:17]([O-:19])=[O:18])[C:11]=1[OH:23])(=[O:9])=[O:8], predict the reactants needed to synthesize it. The reactants are: [CH3:1][S:2][CH2:3][CH2:4][CH2:5][NH:6][S:7]([C:10]1[C:15]([Cl:16])=[CH:14][CH:13]=[C:12]([N+:17]([O-:19])=[O:18])[C:11]=1Cl)(=[O:9])=[O:8].[H-].[Na+].[OH2:23]. (2) Given the product [N:29]1([CH2:36][CH2:37][N:38]2[CH2:39][CH2:40][CH:41]([NH:44][C:22]([C:16]3[NH:17][C:18]4[C:14]([CH:15]=3)=[C:13]([O:12][CH2:11][C:8]3[C:7]5[CH:25]=[C:3]([O:2][CH3:1])[CH:4]=[CH:5][C:6]=5[O:10][CH:9]=3)[CH:21]=[CH:20][CH:19]=4)=[O:24])[CH2:42][CH2:43]2)[CH2:35][CH2:34][CH2:33][CH2:32][CH2:31][CH2:30]1, predict the reactants needed to synthesize it. The reactants are: [CH3:1][O:2][C:3]1[CH:4]=[CH:5][C:6]2[O:10][CH:9]=[C:8]([CH2:11][O:12][C:13]3[CH:21]=[CH:20][CH:19]=[C:18]4[C:14]=3[CH:15]=[C:16]([C:22]([OH:24])=O)[NH:17]4)[C:7]=2[CH:25]=1.Cl.Cl.Cl.[N:29]1([CH2:36][CH2:37][N:38]2[CH2:43][CH2:42][CH:41]([NH2:44])[CH2:40][CH2:39]2)[CH2:35][CH2:34][CH2:33][CH2:32][CH2:31][CH2:30]1. (3) Given the product [CH2:1]([O:3][C:4]([CH:6]1[CH2:10][CH2:9][CH2:8][CH:7]1[NH:11][CH2:12][CH2:13][CH:14]([CH3:15])[CH3:16])=[O:5])[CH3:2], predict the reactants needed to synthesize it. The reactants are: [CH2:1]([O:3][C:4]([C@@H:6]1[CH2:10][CH2:9][CH2:8][C@@H:7]1[NH:11][CH2:12][CH2:13][CH:14]([CH3:16])[CH3:15])=[O:5])[CH3:2].C(OC([C@@H]1CCC[C@H]1NCCC(C)C)=O)C. (4) Given the product [CH3:31][O:23][CH2:22][CH:19]1[CH2:20][CH2:21][NH:16][CH2:17][CH2:18]1, predict the reactants needed to synthesize it. The reactants are: ClC1C=C(Cl)C=CC=1CN1C[C@H](C2C=CSC=2)[C@@H](C[N:16]2[CH2:21][CH2:20][CH:19]([CH2:22][OH:23])[CH2:18][CH2:17]2)C1.[OH-].[Na+].[CH3:31]C(OC(OC(OC(C)(C)C)=O)=O)(C)C. (5) Given the product [C:1]([O:7][CH2:8][C@@H:9]([O:29][C:30]([CH3:33])([CH3:32])[CH3:31])[C:10]1[C:11]([C:22]2[CH:27]=[CH:26][C:25]([Cl:28])=[CH:24][CH:23]=2)=[C:12]2[C:17](=[CH:18][C:19]=1[CH3:34])[N:16]=[C:15]([CH3:21])[CH:14]=[CH:13]2)(=[O:6])[C:2]([CH3:3])([CH3:4])[CH3:5], predict the reactants needed to synthesize it. The reactants are: [C:1]([O:7][CH2:8][C@@H:9]([O:29][C:30]([CH3:33])([CH3:32])[CH3:31])[C:10]1[C:11]([C:22]2[CH:27]=[CH:26][C:25]([Cl:28])=[CH:24][CH:23]=2)=[C:12]2[C:17](=[CH:18][C:19]=1Cl)[N:16]=[C:15]([CH3:21])[CH:14]=[CH:13]2)(=[O:6])[C:2]([CH3:5])([CH3:4])[CH3:3].[C:34](OC[C@H](C1C(C2C=CC(Cl)=CC=2)=C2C(=CC=1C)N=C(C)C=C2)O)(=O)C(C)(C)C. (6) Given the product [Br:15][CH2:12][C:11]([C:7]1[C:8]([CH3:10])=[CH:9][C:4]([O:3][CH2:1][CH3:2])=[CH:5][C:6]=1[CH3:14])=[O:13], predict the reactants needed to synthesize it. The reactants are: [CH2:1]([O:3][C:4]1[CH:9]=[C:8]([CH3:10])[C:7]([C:11](=[O:13])[CH3:12])=[C:6]([CH3:14])[CH:5]=1)[CH3:2].[Br-:15].[Br-].[Br-].C([N+](CCCC)(CCCC)CCCC)CCC.C([N+](CCCC)(CCCC)CCCC)CCC.C([N+](CCCC)(CCCC)CCCC)CCC. (7) The reactants are: [C:1](O)(=[O:5])[CH:2]([CH3:4])[OH:3].[OH:7][CH:8]1[O:16][C@H:15]([CH2:17][OH:18])[C@@H:13]([OH:14])[C@H:11]([OH:12])[C@H:9]1[NH2:10]. Given the product [C:1]([NH:10][C@@H:9]1[C@@H:11]([OH:12])[C@H:13]([OH:14])[C@@H:15]([CH2:17][OH:18])[O:16][CH:8]1[OH:7])(=[O:5])[CH:2]([CH3:4])[OH:3], predict the reactants needed to synthesize it.